This data is from Reaction yield outcomes from USPTO patents with 853,638 reactions. The task is: Predict the reaction yield, written as a fraction of the theoretical maximum amount of product (1.0 means a 100% yield; for example, 0.34 means a 34% yield). (1) The reactants are [CH3:1][S:2]([C:5]1[CH:10]=[CH:9][C:8](B(O)O)=[CH:7][CH:6]=1)(=[O:4])=[O:3].Br[C:15]1[N:20]=[CH:19][C:18]([O:21][CH2:22][CH:23]2[CH2:28][CH2:27][N:26]([C:29]([O:31][CH:32]([CH3:34])[CH3:33])=[O:30])[CH2:25][CH2:24]2)=[CH:17][CH:16]=1.C([O-])([O-])=O.[Na+].[Na+]. The catalyst is Cl[Pd](Cl)([P](C1C=CC=CC=1)(C1C=CC=CC=1)C1C=CC=CC=1)[P](C1C=CC=CC=1)(C1C=CC=CC=1)C1C=CC=CC=1.COCCOC. The product is [CH3:1][S:2]([C:5]1[CH:10]=[CH:9][C:8]([C:15]2[N:20]=[CH:19][C:18]([O:21][CH2:22][CH:23]3[CH2:24][CH2:25][N:26]([C:29]([O:31][CH:32]([CH3:34])[CH3:33])=[O:30])[CH2:27][CH2:28]3)=[CH:17][CH:16]=2)=[CH:7][CH:6]=1)(=[O:4])=[O:3]. The yield is 0.810. (2) The reactants are F[P-](F)(F)(F)(F)F.C[N+](C)=C(N(C)C)ON1C2N=CC=CC=2N=N1.C(N(CC)C(C)C)(C)C.[NH2:34][C:35]1[N:44]=[C:43]([N:45]2[CH2:50][CH2:49][N:48]([CH3:51])[CH2:47][CH2:46]2)[C:42]2[C:37](=[CH:38][C:39]([C:52]([OH:54])=O)=[CH:40][CH:41]=2)[N:36]=1.Cl.[CH2:56]1[C:65]2[C:60](=[C:61]([O:66][CH2:67][C:68]3[CH:69]=[C:70]([CH:73]=[CH:74][CH:75]=3)[C:71]#[N:72])[CH:62]=[CH:63][CH:64]=2)[CH2:59][CH2:58][NH:57]1. The catalyst is CN(C)C=O. The product is [NH2:34][C:35]1[N:44]=[C:43]([N:45]2[CH2:50][CH2:49][N:48]([CH3:51])[CH2:47][CH2:46]2)[C:42]2[C:37](=[CH:38][C:39]([C:52]([N:57]3[CH2:58][CH2:59][C:60]4[C:65](=[CH:64][CH:63]=[CH:62][C:61]=4[O:66][CH2:67][C:68]4[CH:69]=[C:70]([CH:73]=[CH:74][CH:75]=4)[C:71]#[N:72])[CH2:56]3)=[O:54])=[CH:40][CH:41]=2)[N:36]=1. The yield is 0.330. (3) The reactants are [C:1]([C:5]1[CH:6]=[C:7]2[C:12](=[C:13]([F:15])[CH:14]=1)[C:11](=[O:16])[NH:10][N:9]=[CH:8]2)([CH3:4])([CH3:3])[CH3:2].[H-].[Na+].F[C:20]1[N:27]=[CH:26][CH:25]=[C:24]([I:28])[C:21]=1[CH:22]=[O:23]. The catalyst is C1COCC1. The product is [C:1]([C:5]1[CH:6]=[C:7]2[C:12](=[C:13]([F:15])[CH:14]=1)[C:11](=[O:16])[N:10]([C:20]1[C:21]([CH:22]=[O:23])=[C:24]([I:28])[CH:25]=[CH:26][N:27]=1)[N:9]=[CH:8]2)([CH3:4])([CH3:2])[CH3:3]. The yield is 0.705.